Dataset: Full USPTO retrosynthesis dataset with 1.9M reactions from patents (1976-2016). Task: Predict the reactants needed to synthesize the given product. (1) Given the product [C:4]([CH:2]([NH:1][CH2:12][P:9]([CH2:8][NH:16][CH:15]([CH3:14])[C:22]([OH:24])=[O:23])[CH2:10][NH:1][CH:2]([C:4]([OH:6])=[O:5])[CH3:3])[CH3:3])([OH:6])=[O:5], predict the reactants needed to synthesize it. The reactants are: [NH2:1][C@H:2]([C:4]([OH:6])=[O:5])[CH3:3].O[CH2:8][P:9]([CH2:12]O)[CH2:10]O.[C:14]1(F)C(=O)NC(=O)[NH:16][C:15]=1[C:22]([OH:24])=[O:23]. (2) Given the product [CH3:1][C:2]1[CH:11]=[CH:10][C:9]([NH:12][S:19]([C:13]2[CH:18]=[CH:17][CH:16]=[CH:15][CH:14]=2)(=[O:21])=[O:20])=[C:8]2[C:3]=1[CH:4]=[CH:5][CH:6]=[N:7]2, predict the reactants needed to synthesize it. The reactants are: [CH3:1][C:2]1[CH:11]=[CH:10][C:9]([NH2:12])=[C:8]2[C:3]=1[CH:4]=[CH:5][CH:6]=[N:7]2.[C:13]1([S:19](Cl)(=[O:21])=[O:20])[CH:18]=[CH:17][CH:16]=[CH:15][CH:14]=1. (3) Given the product [CH3:35][N:36]([CH2:2][C:3]1[CH:7]=[C:6]([CH2:8][NH:9][C:10]2[N:15]=[C:14]([NH:16][C:17]3[NH:21][N:20]=[C:19]([CH2:22][CH2:23][C:24]4[CH:25]=[C:26]([OH:30])[CH:27]=[CH:28][CH:29]=4)[CH:18]=3)[CH:13]=[CH:12][N:11]=2)[O:5][N:4]=1)[CH3:37], predict the reactants needed to synthesize it. The reactants are: O[CH2:2][C:3]1[CH:7]=[C:6]([CH2:8][NH:9][C:10]2[N:15]=[C:14]([NH:16][C:17]3[NH:21][N:20]=[C:19]([CH2:22][CH2:23][C:24]4[CH:25]=[C:26]([OH:30])[CH:27]=[CH:28][CH:29]=4)[CH:18]=3)[CH:13]=[CH:12][N:11]=2)[O:5][N:4]=1.S(Cl)(Cl)=O.[CH3:35][NH:36][CH3:37]. (4) Given the product [CH2:19]([N:11]1[CH2:10][CH2:9][N:8]([C:5]2[CH:6]=[CH:7][C:2]([CH3:1])=[C:3]([N+:14]([O-:16])=[O:15])[CH:4]=2)[CH2:13][CH2:12]1)[CH:18]=[CH2:17], predict the reactants needed to synthesize it. The reactants are: [CH3:1][C:2]1[CH:7]=[CH:6][C:5]([N:8]2[CH2:13][CH2:12][NH:11][CH2:10][CH2:9]2)=[CH:4][C:3]=1[N+:14]([O-:16])=[O:15].[CH2:17](Br)[CH:18]=[CH2:19]. (5) Given the product [Cl:13][C:8]1[C:7]2[NH:6][C:5](=[S:14])[N:4]([CH2:3][CH2:2][NH:1][CH2:22][C:23]([CH3:26])([CH3:25])[CH3:24])[C:12]=2[CH:11]=[CH:10][N:9]=1, predict the reactants needed to synthesize it. The reactants are: [NH2:1][CH2:2][CH2:3][N:4]1[C:12]2[CH:11]=[CH:10][N:9]=[C:8]([Cl:13])[C:7]=2[NH:6][C:5]1=[S:14].CCN(CC)CC.[CH:22](=O)[C:23]([CH3:26])([CH3:25])[CH3:24].[BH3-]C#N.[Na+]. (6) Given the product [CH3:19][C:16]([CH3:17])([CH3:18])[CH2:15][CH2:14][N:13]1[C:36](=[O:37])[C:35]([C:30]2[NH:29][C:28]3[CH:39]=[CH:40][C:25]([NH:24][S:21]([CH3:20])(=[O:23])=[O:22])=[CH:26][C:27]=3[S:32](=[O:34])(=[O:33])[N:31]=2)=[C:3]([OH:4])[CH:5]2[CH2:12][CH2:11][CH2:10][CH2:9][CH2:8][CH2:7][CH:6]12, predict the reactants needed to synthesize it. The reactants are: CO[C:3]([C@@H:5]1[CH2:12][CH2:11][CH2:10][CH2:9][CH2:8][CH2:7][C@@H:6]1[NH:13][CH2:14][CH2:15][C:16]([CH3:19])([CH3:18])[CH3:17])=[O:4].[CH3:20][S:21]([NH:24][C:25]1[CH:40]=[CH:39][C:28]2[NH:29][C:30]([CH2:35][C:36](O)=[O:37])=[N:31][S:32](=[O:34])(=[O:33])[C:27]=2[CH:26]=1)(=[O:23])=[O:22].CN1CCOCC1.Cl.CN(C)CCCN=C=NCC.C(N(CC)CC)C. (7) Given the product [Cl:19][C:9]1[CH:8]=[C:7]([B:20]([OH:25])[OH:21])[CH:12]=[CH:11][C:10]=1[S:13]([CH:16]1[CH2:18][CH2:17]1)(=[O:15])=[O:14], predict the reactants needed to synthesize it. The reactants are: C([Li])CCC.Br[C:7]1[CH:12]=[CH:11][C:10]([S:13]([CH:16]2[CH2:18][CH2:17]2)(=[O:15])=[O:14])=[C:9]([Cl:19])[CH:8]=1.[B:20](OC(C)C)([O:25]C(C)C)[O:21]C(C)C.Cl. (8) Given the product [NH2:8][C:5]1[N:6]=[N:7][C:2]([N:19]2[CH2:18][CH2:17][N:16]([C:9]([O:11][C:12]([CH3:15])([CH3:14])[CH3:13])=[O:10])[CH2:21][CH2:20]2)=[CH:3][CH:4]=1, predict the reactants needed to synthesize it. The reactants are: Cl[C:2]1[N:7]=[N:6][C:5]([NH2:8])=[CH:4][CH:3]=1.[C:9]([N:16]1[CH2:21][CH2:20][NH:19][CH2:18][CH2:17]1)([O:11][C:12]([CH3:15])([CH3:14])[CH3:13])=[O:10]. (9) Given the product [CH:30]1([NH:29][C:27](=[O:28])[C:26]2[CH:36]=[CH:37][C:23]([NH:22][C:2]3[N:12]=[C:11]4[C:5](=[CH:4][N:3]=3)[N:6]([CH3:21])[C:7](=[O:20])[CH2:8][CH2:9][N:10]4[CH:13]3[CH2:18][CH2:17][N:16]([CH3:19])[CH2:15][CH2:14]3)=[C:24]([O:38][CH3:39])[CH:25]=2)[CH2:31][CH2:32][CH2:33][CH2:34][CH2:35]1, predict the reactants needed to synthesize it. The reactants are: Cl[C:2]1[N:12]=[C:11]2[C:5]([N:6]([CH3:21])[C:7](=[O:20])[CH2:8][CH2:9][N:10]2[CH:13]2[CH2:18][CH2:17][N:16]([CH3:19])[CH2:15][CH2:14]2)=[CH:4][N:3]=1.[NH2:22][C:23]1[CH:37]=[CH:36][C:26]([C:27]([NH:29][CH:30]2[CH2:35][CH2:34][CH2:33][CH2:32][CH2:31]2)=[O:28])=[CH:25][C:24]=1[O:38][CH3:39].O.C1(C)C=CC(S(O)(=O)=O)=CC=1.